This data is from Retrosynthesis with 50K atom-mapped reactions and 10 reaction types from USPTO. The task is: Predict the reactants needed to synthesize the given product. (1) Given the product Cc1[nH]c(C=C2C(=O)Nc3cccc(-c4ccc(Br)cc4)c32)c(C)c1C(=O)NCCN(C(C)C)C(C)C, predict the reactants needed to synthesize it. The reactants are: Cc1[nH]c(C=O)c(C)c1C(=O)NCCN(C(C)C)C(C)C.O=C1Cc2c(cccc2-c2ccc(Br)cc2)N1. (2) Given the product Cc1ccc(NS(=O)(=O)c2ccc(NC(=O)[C@@](C)(O)C(F)(F)F)c(Cl)c2Cl)nc1, predict the reactants needed to synthesize it. The reactants are: C[C@@](O)(C(=O)Nc1ccc(S(=O)(=O)Cl)c(Cl)c1Cl)C(F)(F)F.Cc1ccc(N)nc1.